From a dataset of Full USPTO retrosynthesis dataset with 1.9M reactions from patents (1976-2016). Predict the reactants needed to synthesize the given product. (1) Given the product [C:7]([O:10][CH2:11][CH2:12][CH2:13][CH2:14][CH2:15][CH2:16][CH2:17]/[CH:18]=[CH:19]\[CH2:1][CH2:2][CH2:3][CH3:4])(=[O:9])[CH3:8], predict the reactants needed to synthesize it. The reactants are: [CH2:1]=[CH:2][CH2:3][CH2:4]CC.[C:7]([O:10][CH2:11][CH2:12][CH2:13][CH2:14][CH2:15][CH2:16][CH2:17][CH:18]=[CH2:19])(=[O:9])[CH3:8]. (2) Given the product [CH3:1][C:2]([O:6][C:15]1[CH:16]=[C:17]2[C:22](=[CH:23][CH:24]=1)[N:21]=[CH:20][CH:19]=[CH:18]2)([CH3:3])[C:4]#[CH:5], predict the reactants needed to synthesize it. The reactants are: [CH3:1][C:2]([OH:6])([C:4]#[CH:5])[CH3:3].FC(F)(F)C(O)=O.O[C:15]1[CH:16]=[C:17]2[C:22](=[CH:23][CH:24]=1)[N:21]=[CH:20][CH:19]=[CH:18]2.Cl. (3) Given the product [Cl:1][C:2]1[CH:3]=[C:4]([CH:18]=[C:19]([NH:21][S:22]([CH3:25])(=[O:24])=[O:23])[CH:20]=1)[C:5]([NH:7][CH2:8][C:9]1[CH:14]=[CH:13][C:12]([C:15]#[N:16])=[CH:11][C:10]=1[O:17][CH2:33][C:34](=[O:35])[NH:36][CH3:37])=[O:6], predict the reactants needed to synthesize it. The reactants are: [Cl:1][C:2]1[CH:3]=[C:4]([CH:18]=[C:19]([NH:21][S:22]([CH3:25])(=[O:24])=[O:23])[CH:20]=1)[C:5]([NH:7][CH2:8][C:9]1[CH:14]=[CH:13][C:12]([C:15]#[N:16])=[CH:11][C:10]=1[OH:17])=[O:6].C(=O)([O-])[O-].[Cs+].[Cs+].Cl[CH2:33][C:34]([NH:36][CH3:37])=[O:35].[I-].[K+]. (4) Given the product [CH3:7][CH:6]([CH3:8])[CH2:5][C:4](=[O:9])[CH2:11][C:12]1[CH:20]=[CH:19][C:15]([CH3:16])=[CH:14][CH:13]=1, predict the reactants needed to synthesize it. The reactants are: CON(C)[C:4](=[O:9])[CH2:5][CH:6]([CH3:8])[CH3:7].[CH3:11][C:12]1[CH:20]=[CH:19][C:15]([CH2:16][Mg]Cl)=[CH:14][CH:13]=1. (5) The reactants are: Cl.N[C:3]1([CH2:27][CH3:28])[CH2:8][CH2:7][CH:6]([O:9][C:10]2[C:21]3[C:20]4[C@@H:19]([CH2:22][C@H:23]([OH:26])[CH2:24][CH3:25])[CH2:18][CH2:17][C:16]=4[S:15][C:14]=3[N:13]=[CH:12][N:11]=2)[CH2:5][CH2:4]1.[CH2:29]=O.[BH3-][C:32]#[N:33].[Na+]. Given the product [CH3:29][N:33]([CH3:32])[C:3]1([CH2:27][CH3:28])[CH2:8][CH2:7][CH:6]([O:9][C:10]2[C:21]3[C:20]4[C@@H:19]([CH2:22][C@H:23]([OH:26])[CH2:24][CH3:25])[CH2:18][CH2:17][C:16]=4[S:15][C:14]=3[N:13]=[CH:12][N:11]=2)[CH2:5][CH2:4]1, predict the reactants needed to synthesize it. (6) Given the product [CH2:1]([O:8][C:9]1[CH:18]=[CH:17][C:16]2[C:11](=[CH:12][CH:13]=[C:14]([O:19][CH3:20])[CH:15]=2)[C:10]=1[O:38][C:35]1[CH:34]=[CH:33][C:32]([O:31][CH2:30][CH2:29][N:22]2[CH2:28][CH2:27][CH2:26][CH2:25][CH2:24][CH2:23]2)=[CH:37][CH:36]=1)[C:2]1[CH:7]=[CH:6][CH:5]=[CH:4][CH:3]=1, predict the reactants needed to synthesize it. The reactants are: [CH2:1]([O:8][C:9]1[CH:18]=[CH:17][C:16]2[C:11](=[CH:12][CH:13]=[C:14]([O:19][CH3:20])[CH:15]=2)[C:10]=1Br)[C:2]1[CH:7]=[CH:6][CH:5]=[CH:4][CH:3]=1.[N:22]1([CH2:29][CH2:30][O:31][C:32]2[CH:37]=[CH:36][C:35]([OH:38])=[CH:34][CH:33]=2)[CH2:28][CH2:27][CH2:26][CH2:25][CH2:24][CH2:23]1.C(=O)([O-])[O-].[K+].[K+]. (7) Given the product [F:23][C:17]1[CH:16]=[CH:15][C:14]([C:6]2[CH:7]=[CH:8][CH:9]=[C:4]([O:3][CH2:1][CH3:2])[CH:5]=2)=[CH:19][C:18]=1[N+:20]([O-:22])=[O:21], predict the reactants needed to synthesize it. The reactants are: [CH2:1]([O:3][C:4]1[CH:5]=[C:6](B(O)O)[CH:7]=[CH:8][CH:9]=1)[CH3:2].Br[C:14]1[CH:15]=[CH:16][C:17]([F:23])=[C:18]([N+:20]([O-:22])=[O:21])[CH:19]=1.C(=O)([O-])[O-].[Na+].[Na+]. (8) Given the product [NH2:1][C:2]1[C:11]2[CH:10]=[CH:9][CH:8]=[C:7]([C:34]3[CH:35]=[N:36][CH:37]=[CH:38][C:33]=3[O:32][CH3:31])[C:6]=2[N:5]=[C:4]2[CH2:13][N:14]([CH2:17][C:18]3[CH:23]=[C:22]([O:24][CH3:25])[CH:21]=[CH:20][C:19]=3[O:26][CH3:27])[C:15](=[O:16])[C:3]=12, predict the reactants needed to synthesize it. The reactants are: [NH2:1][C:2]1[C:11]2[CH:10]=[CH:9][CH:8]=[C:7](Br)[C:6]=2[N:5]=[C:4]2[CH2:13][N:14]([CH2:17][C:18]3[CH:23]=[C:22]([O:24][CH3:25])[CH:21]=[CH:20][C:19]=3[O:26][CH3:27])[C:15](=[O:16])[C:3]=12.B(O)O.[CH3:31][O:32][C:33]1[CH:38]=[CH:37][N:36]=[CH:35][C:34]=1B(O)O. (9) Given the product [NH2:1][C:2]1[S:3][C:4]([C:17]2[CH:22]=[CH:21][CH:20]=[C:19]([F:23])[CH:18]=2)=[C:5]([C:7]([N:9]2[C@H:14]([CH2:15][NH:16][C:31]([C:29]3[C:28]([CH3:34])=[N:27][N:26]([CH2:24][CH3:25])[CH:30]=3)=[O:32])[CH2:13][C@H:12]3[C@@H:10]2[CH2:11]3)=[O:8])[N:6]=1, predict the reactants needed to synthesize it. The reactants are: [NH2:1][C:2]1[S:3][C:4]([C:17]2[CH:22]=[CH:21][CH:20]=[C:19]([F:23])[CH:18]=2)=[C:5]([C:7]([N:9]2[C@H:14]([CH2:15][NH2:16])[CH2:13][C@H:12]3[C@@H:10]2[CH2:11]3)=[O:8])[N:6]=1.[CH2:24]([N:26]1[CH:30]=[C:29]([C:31](O)=[O:32])[C:28]([CH3:34])=[N:27]1)[CH3:25].